This data is from Forward reaction prediction with 1.9M reactions from USPTO patents (1976-2016). The task is: Predict the product of the given reaction. The product is: [F:21][C:22]1[CH:27]=[C:26]([C:2]2[CH:3]=[N:4][N:5]3[CH:10]=[CH:9][C:8]([N:11]4[C@H:15]5[CH2:16][CH2:17][CH2:18][CH2:19][C@H:14]5[O:13][C:12]4=[O:20])=[N:7][C:6]=23)[CH:25]=[CH:24][C:23]=1[C:37]1[N:41]([CH2:42][O:43][CH2:44][CH2:45][Si:46]([CH3:49])([CH3:48])[CH3:47])[N:40]=[CH:39][N:38]=1. Given the reactants Br[C:2]1[CH:3]=[N:4][N:5]2[CH:10]=[CH:9][C:8]([N:11]3[C@H:15]4[CH2:16][CH2:17][CH2:18][CH2:19][C@H:14]4[O:13][C:12]3=[O:20])=[N:7][C:6]=12.[F:21][C:22]1[CH:27]=[C:26](B2OC(C)(C)C(C)(C)O2)[CH:25]=[CH:24][C:23]=1[C:37]1[N:41]([CH2:42][O:43][CH2:44][CH2:45][Si:46]([CH3:49])([CH3:48])[CH3:47])[N:40]=[CH:39][N:38]=1, predict the reaction product.